This data is from Forward reaction prediction with 1.9M reactions from USPTO patents (1976-2016). The task is: Predict the product of the given reaction. (1) The product is: [CH:1]1([N:7]([CH3:25])[CH2:8][CH2:9][NH:10][C:11](=[O:24])[CH2:12][N:13]2[C:17]3=[N:32][CH:19]=[CH:20][CH:21]=[C:16]3[N:15]=[CH:14]2)[CH2:6][CH2:5][CH2:4][CH2:3][CH2:2]1. Given the reactants [CH:1]1([N:7]([CH3:25])[CH2:8][CH2:9][NH:10][C:11](=[O:24])[CH2:12][N:13]2[C:17]3C=[CH:19][C:20](OC)=[CH:21][C:16]=3[N:15]=[CH:14]2)[CH2:6][CH2:5][CH2:4][CH2:3][CH2:2]1.C1([N:32](C)CCNC(=O)CN2C3C=C(OC)C=CC=3N=C2)CCCCC1, predict the reaction product. (2) Given the reactants [F:1][C:2]1[CH:7]=[CH:6][C:5]([N:8]2[CH2:14][CH2:13][CH2:12][CH2:11][CH2:10][C:9]2=[O:15])=[CH:4][CH:3]=1.C[Si]([N-][Si](C)(C)C)(C)C.[Li+].[C:26]1([Se:32]Cl)[CH:31]=[CH:30][CH:29]=[CH:28][CH:27]=1, predict the reaction product. The product is: [F:1][C:2]1[CH:7]=[CH:6][C:5]([N:8]2[CH2:14][CH2:13][CH2:12][CH2:11][CH:10]([Se:32][C:26]3[CH:31]=[CH:30][CH:29]=[CH:28][CH:27]=3)[C:9]2=[O:15])=[CH:4][CH:3]=1. (3) Given the reactants [F:1][C:2]1[CH:11]=[C:10]([F:12])[CH:9]=[C:8]2[C:3]=1[CH:4]([O:13][C:14]1[C:22]3[N:21]=[C:20]([CH3:23])[NH:19][C:18]=3[CH:17]=[C:16]([C:24]([OH:26])=O)[CH:15]=1)[CH2:5][CH2:6][O:7]2.[CH3:27][N:28]([CH3:33])[CH2:29][CH2:30][NH:31][CH3:32], predict the reaction product. The product is: [F:1][C:2]1[CH:11]=[C:10]([F:12])[CH:9]=[C:8]2[C:3]=1[CH:4]([O:13][C:14]1[C:22]3[N:21]=[C:20]([CH3:23])[NH:19][C:18]=3[CH:17]=[C:16]([C:24]([N:31]([CH2:30][CH2:29][N:28]([CH3:33])[CH3:27])[CH3:32])=[O:26])[CH:15]=1)[CH2:5][CH2:6][O:7]2.